Dataset: Reaction yield outcomes from USPTO patents with 853,638 reactions. Task: Predict the reaction yield, written as a fraction of the theoretical maximum amount of product (1.0 means a 100% yield; for example, 0.34 means a 34% yield). The reactants are [Cl-].O[NH3+:3].[C:4](=[O:7])([O-])[OH:5].[Na+].CS(C)=O.[OH:13][C:14]([CH3:54])([CH3:53])[CH2:15][O:16][C@H:17]1[CH2:22][CH2:21][C@H:20]([N:23]2[C:28](=[O:29])[C:27]([CH2:30][C:31]3[CH:36]=[CH:35][C:34]([C:37]4[C:38]([C:43]#[N:44])=[CH:39][CH:40]=[CH:41][CH:42]=4)=[C:33]([O:45][CH3:46])[CH:32]=3)=[C:26]([CH2:47][CH2:48][CH3:49])[N:25]3[N:50]=[CH:51][CH:52]=[C:24]23)[CH2:19][CH2:18]1. The catalyst is C(OCC)(=O)C. The product is [OH:13][C:14]([CH3:53])([CH3:54])[CH2:15][O:16][C@H:17]1[CH2:18][CH2:19][C@H:20]([N:23]2[C:28](=[O:29])[C:27]([CH2:30][C:31]3[CH:36]=[CH:35][C:34]([C:37]4[CH:42]=[CH:41][CH:40]=[CH:39][C:38]=4[C:43]4[NH:3][C:4](=[O:7])[O:5][N:44]=4)=[C:33]([O:45][CH3:46])[CH:32]=3)=[C:26]([CH2:47][CH2:48][CH3:49])[N:25]3[N:50]=[CH:51][CH:52]=[C:24]23)[CH2:21][CH2:22]1. The yield is 0.620.